This data is from Full USPTO retrosynthesis dataset with 1.9M reactions from patents (1976-2016). The task is: Predict the reactants needed to synthesize the given product. (1) Given the product [CH3:15][O:14][C:9]1[CH:10]=[CH:11][CH:12]=[CH:13][C:8]=1[C:6]1[N:7]=[C:2]([N:22]2[CH2:21][CH2:20][N:19]([C:25]([O:27][CH2:28][CH:29]([CH3:31])[CH3:30])=[O:26])[CH2:24][CH2:23]2)[C:3]2[S:18][CH:17]=[CH:16][C:4]=2[N:5]=1, predict the reactants needed to synthesize it. The reactants are: Cl[C:2]1[C:3]2[S:18][CH:17]=[CH:16][C:4]=2[N:5]=[C:6]([C:8]2[CH:13]=[CH:12][CH:11]=[CH:10][C:9]=2[O:14][CH3:15])[N:7]=1.[N:19]1([C:25]([O:27][CH2:28][CH:29]([CH3:31])[CH3:30])=[O:26])[CH2:24][CH2:23][NH:22][CH2:21][CH2:20]1.CCN(CC)CC. (2) Given the product [OH:44][CH:45]([C:58]1[CH:59]=[CH:60][C:61]([C:64]2[N:66]=[C:17]([C:11]3[O:10][N:9]=[C:8]([C:6]4[CH:5]=[CH:4][CH:3]=[C:2]([CH3:1])[N:7]=4)[C:12]=3[C:13]([F:14])([F:15])[F:16])[O:19][N:65]=2)=[CH:62][CH:63]=1)[CH2:46][N:47]1[CH2:52][CH2:51][CH2:50][C@H:49]([C:53]([OH:55])=[O:54])[CH2:48]1, predict the reactants needed to synthesize it. The reactants are: [CH3:1][C:2]1[N:7]=[C:6]([C:8]2[C:12]([C:13]([F:16])([F:15])[F:14])=[C:11]([C:17]([OH:19])=O)[O:10][N:9]=2)[CH:5]=[CH:4][CH:3]=1.CCN(C(C)C)C(C)C.C1N(P(Cl)(N2C(=O)OCC2)=O)C(=O)OC1.[OH:44][CH:45]([C:58]1[CH:63]=[CH:62][C:61](/[C:64](=[N:66]/O)/[NH2:65])=[CH:60][CH:59]=1)[CH2:46][N:47]1[CH2:52][CH2:51][CH2:50][C@H:49]([C:53]([O:55]CC)=[O:54])[CH2:48]1.CCCC[N+](CCCC)(CCCC)CCCC.[F-].C1COCC1.Cl.